Dataset: TCR-epitope binding with 47,182 pairs between 192 epitopes and 23,139 TCRs. Task: Binary Classification. Given a T-cell receptor sequence (or CDR3 region) and an epitope sequence, predict whether binding occurs between them. (1) The epitope is KLPDDFTGCV. The TCR CDR3 sequence is CASRGDSPNLNQPQHF. Result: 1 (the TCR binds to the epitope). (2) The epitope is RLRAEAQVK. The TCR CDR3 sequence is CATSRANRDGYTF. Result: 1 (the TCR binds to the epitope).